Dataset: Full USPTO retrosynthesis dataset with 1.9M reactions from patents (1976-2016). Task: Predict the reactants needed to synthesize the given product. Given the product [Br:11][C:6]1[C:5]([C:3]2([OH:4])[NH:18][C:19]3[C:24]([N+:25]([O-:27])=[O:26])=[CH:23][CH:22]=[CH:21][C:20]=3[O:28][CH2:2]2)=[CH:10][CH:9]=[CH:8][N:7]=1, predict the reactants needed to synthesize it. The reactants are: Br[CH2:2][C:3]([C:5]1[C:6]([Br:11])=[N:7][CH:8]=[CH:9][CH:10]=1)=[O:4].C(=O)([O-])[O-].[K+].[K+].[NH2:18][C:19]1[C:24]([N+:25]([O-:27])=[O:26])=[CH:23][CH:22]=[CH:21][C:20]=1[OH:28].